Dataset: NCI-60 drug combinations with 297,098 pairs across 59 cell lines. Task: Regression. Given two drug SMILES strings and cell line genomic features, predict the synergy score measuring deviation from expected non-interaction effect. (1) Drug 1: CC1=CC2C(CCC3(C2CCC3(C(=O)C)OC(=O)C)C)C4(C1=CC(=O)CC4)C. Drug 2: C1CNP(=O)(OC1)N(CCCl)CCCl. Cell line: EKVX. Synergy scores: CSS=5.47, Synergy_ZIP=-0.709, Synergy_Bliss=3.84, Synergy_Loewe=0.403, Synergy_HSA=1.25. (2) Drug 1: COC1=CC(=CC(=C1O)OC)C2C3C(COC3=O)C(C4=CC5=C(C=C24)OCO5)OC6C(C(C7C(O6)COC(O7)C8=CC=CS8)O)O. Drug 2: C1=NC2=C(N=C(N=C2N1C3C(C(C(O3)CO)O)F)Cl)N. Cell line: UO-31. Synergy scores: CSS=28.2, Synergy_ZIP=-10.9, Synergy_Bliss=-2.30, Synergy_Loewe=-6.39, Synergy_HSA=0.450.